From a dataset of Full USPTO retrosynthesis dataset with 1.9M reactions from patents (1976-2016). Predict the reactants needed to synthesize the given product. (1) Given the product [Cl:19][C:20]1[CH:21]=[CH:22][C:23]([C:26]2[CH:27]=[CH:28][C:29]([C:32]#[C:33][C:2]3[CH:7]=[CH:6][C:5]([NH:8][CH2:9][CH2:10][N:11]4[CH2:16][CH2:15][CH:14]([CH3:17])[CH2:13][CH2:12]4)=[C:4]([CH3:18])[CH:3]=3)=[N:30][CH:31]=2)=[CH:24][CH:25]=1, predict the reactants needed to synthesize it. The reactants are: I[C:2]1[CH:7]=[CH:6][C:5]([NH:8][CH2:9][CH2:10][N:11]2[CH2:16][CH2:15][CH:14]([CH3:17])[CH2:13][CH2:12]2)=[C:4]([CH3:18])[CH:3]=1.[Cl:19][C:20]1[CH:25]=[CH:24][C:23]([C:26]2[CH:27]=[CH:28][C:29]([C:32]#[CH:33])=[N:30][CH:31]=2)=[CH:22][CH:21]=1. (2) Given the product [C:24]([C:9]1[CH:10]=[C:11]2[C:6](=[CH:7][CH:8]=1)[N:5]([CH3:13])[C:4](=[O:14])[C:3]([C:15]([NH:17][CH2:18][C:19]([O:21][CH2:22][CH3:23])=[O:20])=[O:16])=[C:2]2[OH:1])#[N:26], predict the reactants needed to synthesize it. The reactants are: [OH:1][C:2]1[C:11]2[C:6](=[CH:7][CH:8]=[C:9](I)[CH:10]=2)[N:5]([CH3:13])[C:4](=[O:14])[C:3]=1[C:15]([NH:17][CH2:18][C:19]([O:21][CH2:22][CH3:23])=[O:20])=[O:16].[CH2:24]([N+:26](CC)(CC)CC)C. (3) The reactants are: COC(=O)C1C=CC=C(N[C:11](=[O:38])[CH2:12][N:13]2[N:19]=[C:18]([CH:20]3[CH2:25][CH2:24][CH2:23][CH2:22][CH2:21]3)[C:17]3[CH:26]=[CH:27][CH:28]=[CH:29][C:16]=3[N:15]([CH2:30][C:31](=[O:36])[C:32]([CH3:35])([CH3:34])[CH3:33])[C:14]2=[O:37])C=1.[CH2:40]([O:42]C(=O)CN1C2C(=C(N)C=CC=2)C=C1)[CH3:41]. Given the product [CH2:40]([O:42][C:11](=[O:38])[CH2:12][N:13]1[N:19]=[C:18]([CH:20]2[CH2:21][CH2:22][CH2:23][CH2:24][CH2:25]2)[C:17]2[CH:26]=[CH:27][CH:28]=[CH:29][C:16]=2[N:15]([CH2:30][C:31](=[O:36])[C:32]([CH3:34])([CH3:33])[CH3:35])[C:14]1=[O:37])[CH3:41], predict the reactants needed to synthesize it. (4) The reactants are: [F:1][C:2]1[CH:3]=[C:4]([C:9]2[C:10]([CH:19]([NH2:21])[CH3:20])=[CH:11][CH:12]=[C:13]3[C:18]=2[N:17]=[CH:16][CH:15]=[CH:14]3)[CH:5]=[C:6]([F:8])[CH:7]=1.[NH2:22][C:23]1[C:28]([C:29]#[N:30])=[C:27](Cl)[N:26]=[CH:25][N:24]=1.CCN(C(C)C)C(C)C.C([O-])([O-])=O.[K+].[K+]. Given the product [NH2:22][C:23]1[C:28]([C:29]#[N:30])=[C:27]([NH:21][CH:19]([C:10]2[C:9]([C:4]3[CH:3]=[C:2]([F:1])[CH:7]=[C:6]([F:8])[CH:5]=3)=[C:18]3[C:13]([CH:14]=[CH:15][CH:16]=[N:17]3)=[CH:12][CH:11]=2)[CH3:20])[N:26]=[CH:25][N:24]=1, predict the reactants needed to synthesize it.